Dataset: Forward reaction prediction with 1.9M reactions from USPTO patents (1976-2016). Task: Predict the product of the given reaction. (1) Given the reactants C([O:5][C:6]([CH:8]1[CH:12]([C:13]2[CH:18]=[CH:17][CH:16]=[C:15]([Cl:19])[C:14]=2[F:20])[C:11]([C:29]#[N:30])([C:21]2[CH:26]=[CH:25][C:24]([Cl:27])=[CH:23][C:22]=2[Cl:28])[CH:10]([CH2:31][C:32]([CH3:35])([CH3:34])[CH3:33])[NH:9]1)=[O:7])(C)(C)C.[F:36][C:37]([F:42])([F:41])[C:38]([OH:40])=[O:39], predict the reaction product. The product is: [F:36][C:37]([F:42])([F:41])[C:38]([OH:40])=[O:39].[Cl:19][C:15]1[C:14]([F:20])=[C:13]([CH:12]2[C:11]([C:29]#[N:30])([C:21]3[CH:26]=[CH:25][C:24]([Cl:27])=[CH:23][C:22]=3[Cl:28])[CH:10]([CH2:31][C:32]([CH3:35])([CH3:33])[CH3:34])[NH:9][CH:8]2[C:6]([OH:7])=[O:5])[CH:18]=[CH:17][CH:16]=1. (2) Given the reactants C([SiH](CC)CC)C.[CH3:8][O:9][C:10](=[O:40])[C:11]([C:13]1[C:21]2[C:16](=[CH:17][CH:18]=[CH:19][CH:20]=2)[NH:15][C:14]=1[C:22]1[CH:27]=[CH:26][C:25]([Cl:28])=[C:24]([S:29]([CH2:32][C:33]2[CH:38]=[CH:37][CH:36]=[C:35]([Cl:39])[CH:34]=2)(=[O:31])=[O:30])[CH:23]=1)=O, predict the reaction product. The product is: [CH3:8][O:9][C:10](=[O:40])[CH2:11][C:13]1[C:21]2[C:16](=[CH:17][CH:18]=[CH:19][CH:20]=2)[NH:15][C:14]=1[C:22]1[CH:27]=[CH:26][C:25]([Cl:28])=[C:24]([S:29]([CH2:32][C:33]2[CH:38]=[CH:37][CH:36]=[C:35]([Cl:39])[CH:34]=2)(=[O:31])=[O:30])[CH:23]=1. (3) Given the reactants [Br:1][C:2]1[CH:3]=[C:4]([N+:9]([O-:11])=[O:10])[C:5](=O)[NH:6][CH:7]=1.P(Br)(Br)([Br:14])=O.N1C=CC=CC=1, predict the reaction product. The product is: [Br:14][C:5]1[C:4]([N+:9]([O-:11])=[O:10])=[CH:3][C:2]([Br:1])=[CH:7][N:6]=1. (4) Given the reactants [Cl:1][C:2]1[CH:11]=[CH:10][CH:9]=[C:8]2[C:3]=1[C:4](=[O:26])[N:5]([CH:23]1[CH2:25][CH2:24]1)[C:6]([C@@H:12]([NH:15]C(=O)OC(C)(C)C)[CH2:13][CH3:14])=[N:7]2.Cl, predict the reaction product. The product is: [NH2:15][C@H:12]([C:6]1[N:5]([CH:23]2[CH2:24][CH2:25]2)[C:4](=[O:26])[C:3]2[C:8](=[CH:9][CH:10]=[CH:11][C:2]=2[Cl:1])[N:7]=1)[CH2:13][CH3:14]. (5) The product is: [Cl:1][C:2]1[CH:7]=[CH:6][CH:5]=[CH:4][C:3]=1[CH2:8][CH2:9][C:10]([NH:31][C:30]1[CH:29]=[CH:28][S:27][C:26]=1[C:21]1[N:22]([CH3:25])[C:23](=[O:24])[C:18]([OH:17])=[C:19]([C:32]([OH:34])=[O:33])[N:20]=1)=[O:12]. Given the reactants [Cl:1][C:2]1[CH:7]=[CH:6][CH:5]=[CH:4][C:3]=1[CH2:8][CH2:9][C:10]([OH:12])=O.CC(C)(C)C([O:17][C:18]1[C:23](=[O:24])[N:22]([CH3:25])[C:21]([C:26]2[S:27][CH:28]=[CH:29][C:30]=2[NH2:31])=[N:20][C:19]=1[C:32]([O:34]C)=[O:33])=O, predict the reaction product. (6) Given the reactants [Br:1][C:2]1[CH:3]=[CH:4][C:5]([N+:16]([O-])=O)=[C:6]([CH:15]=1)[NH:7][CH2:8][CH:9]1[CH2:14][CH2:13][CH2:12][CH2:11][CH2:10]1.[Cl-].[Ca+2].[Cl-].C(O)C, predict the reaction product. The product is: [Br:1][C:2]1[CH:15]=[C:6]([NH:7][CH2:8][CH:9]2[CH2:14][CH2:13][CH2:12][CH2:11][CH2:10]2)[C:5]([NH2:16])=[CH:4][CH:3]=1.